Task: Predict the reactants needed to synthesize the given product.. Dataset: Full USPTO retrosynthesis dataset with 1.9M reactions from patents (1976-2016) (1) The reactants are: [F:1][C:2]1[CH:7]=[C:6]([F:8])[CH:5]=[CH:4][C:3]=1[CH2:9][C:10]([OH:12])=[O:11].C([Li])CCC.Br[CH2:19][CH2:20][CH2:21][Cl:22]. Given the product [Cl:22][CH2:21][CH2:20][CH2:19][CH:9]([C:3]1[CH:4]=[CH:5][C:6]([F:8])=[CH:7][C:2]=1[F:1])[C:10]([OH:12])=[O:11], predict the reactants needed to synthesize it. (2) Given the product [ClH:43].[ClH:43].[F:41][C:2]([F:1])([F:42])[C@H:3]([N:28]1[CH2:32][CH2:31][C@H:30]([NH2:33])[CH2:29]1)[C:4]1[CH:5]=[CH:6][C:7]2[N:8]([C:10]([C:13]3[CH:22]=[CH:21][C:20]4[C:15](=[CH:16][C:17]([O:23][CH2:24][CH2:25][O:26][CH3:27])=[CH:18][CH:19]=4)[N:14]=3)=[N:11][N:12]=2)[CH:9]=1, predict the reactants needed to synthesize it. The reactants are: [F:1][C:2]([F:42])([F:41])[C@H:3]([N:28]1[CH2:32][CH2:31][C@H:30]([NH:33]C(=O)OC(C)(C)C)[CH2:29]1)[C:4]1[CH:5]=[CH:6][C:7]2[N:8]([C:10]([C:13]3[CH:22]=[CH:21][C:20]4[C:15](=[CH:16][C:17]([O:23][CH2:24][CH2:25][O:26][CH3:27])=[CH:18][CH:19]=4)[N:14]=3)=[N:11][N:12]=2)[CH:9]=1.[ClH:43]. (3) Given the product [CH3:1][C:2]1[C:6]([C:7]2[C:8]([O:21][CH3:22])=[CH:9][C:10]3[C:11]4[N:19]([CH2:37][C:36]5[CH:39]=[CH:40][C:33]([O:32][C:31]([F:30])([F:41])[F:42])=[CH:34][CH:35]=5)[C:18](=[O:20])[O:17][C:12]=4[CH:13]=[N:14][C:15]=3[CH:16]=2)=[C:5]([CH3:23])[O:4][N:3]=1, predict the reactants needed to synthesize it. The reactants are: [CH3:1][C:2]1[C:6]([C:7]2[C:8]([O:21][CH3:22])=[CH:9][C:10]3[C:11]4[NH:19][C:18](=[O:20])[O:17][C:12]=4[CH:13]=[N:14][C:15]=3[CH:16]=2)=[C:5]([CH3:23])[O:4][N:3]=1.C([O-])([O-])=O.[Cs+].[Cs+].[F:30][C:31]([F:42])([F:41])[O:32][C:33]1[CH:40]=[CH:39][C:36]([CH2:37]Br)=[CH:35][CH:34]=1. (4) Given the product [F:17][C:18]1[CH:19]=[CH:20][C:21]([S:24]([N:27]2[CH2:31][C@@H:30]3[C@@H:32]([NH:35][C:14](=[O:16])[C@@H:9]([N:8]([CH3:36])[C:6](=[O:7])[O:5][C:1]([CH3:2])([CH3:3])[CH3:4])[CH2:10][CH:11]([CH3:12])[CH3:13])[CH2:33][CH2:34][C@@H:29]3[CH2:28]2)(=[O:25])=[O:26])=[CH:22][CH:23]=1, predict the reactants needed to synthesize it. The reactants are: [C:1]([O:5][C:6]([NH:8][C@H:9]([C:14]([OH:16])=O)[CH2:10][CH:11]([CH3:13])[CH3:12])=[O:7])([CH3:4])([CH3:3])[CH3:2].[F:17][C:18]1[CH:23]=[CH:22][C:21]([S:24]([N:27]2[CH2:31][C@@H:30]3[C@@H:32]([NH2:35])[CH2:33][CH2:34][C@@H:29]3[CH2:28]2)(=[O:26])=[O:25])=[CH:20][CH:19]=1.[CH2:36](N1C[C@@H]2[C@@H](N)CC[C@@H]2C1)C1C=CC=CC=1. (5) Given the product [O:7]=[C:2]1[NH:3][C:4](=[O:6])[C:5](=[CH:8][C:10]2[CH:11]=[C:12]([CH:18]=[CH:19][CH:20]=2)[O:13][CH2:14][C:15]([OH:17])=[O:16])[S:1]1, predict the reactants needed to synthesize it. The reactants are: [S:1]1[CH2:5][C:4](=[O:6])[NH:3][C:2]1=[O:7].[CH:8]([C:10]1[CH:11]=[C:12]([CH:18]=[CH:19][CH:20]=1)[O:13][CH2:14][C:15]([OH:17])=[O:16])=O.C([O-])(=O)C.[Na+]. (6) Given the product [F:1][C:2]1[CH:16]=[CH:15][C:5]([O:6][C:7]([CH3:14])([CH3:13])[C:8]([OH:10])=[O:9])=[C:4]([CH3:17])[CH:3]=1, predict the reactants needed to synthesize it. The reactants are: [F:1][C:2]1[CH:16]=[CH:15][C:5]([O:6][C:7]([CH3:14])([CH3:13])[C:8]([O:10]CC)=[O:9])=[C:4]([CH3:17])[CH:3]=1.[OH-].[Na+]. (7) Given the product [CH3:13][C:10]1[N:9]=[C:8]([C:5]2[N:4]=[N:3][C:2]([N:29]3[CH2:28][CH2:27][C:23]4([CH2:22][N:21]([C:15]5[CH:20]=[CH:19][CH:18]=[CH:17][CH:16]=5)[C:25](=[O:26])[CH2:24]4)[CH2:31][CH2:30]3)=[CH:7][CH:6]=2)[O:12][N:11]=1, predict the reactants needed to synthesize it. The reactants are: Cl[C:2]1[N:3]=[N:4][C:5]([C:8]2[O:12][N:11]=[C:10]([CH3:13])[N:9]=2)=[CH:6][CH:7]=1.Cl.[C:15]1([N:21]2[C:25](=[O:26])[CH2:24][C:23]3([CH2:31][CH2:30][NH:29][CH2:28][CH2:27]3)[CH2:22]2)[CH:20]=[CH:19][CH:18]=[CH:17][CH:16]=1.C(=O)([O-])[O-].[K+].[K+].